The task is: Predict the reactants needed to synthesize the given product.. This data is from Full USPTO retrosynthesis dataset with 1.9M reactions from patents (1976-2016). (1) Given the product [CH3:37][O:36][C:34](=[O:35])/[CH:33]=[CH:7]/[C:6]1[CH:9]=[CH:10][C:3]([O:2][CH3:1])=[C:4]([N+:11]([O-:13])=[O:12])[CH:5]=1, predict the reactants needed to synthesize it. The reactants are: [CH3:1][O:2][C:3]1[CH:10]=[CH:9][C:6]([CH:7]=O)=[CH:5][C:4]=1[N+:11]([O-:13])=[O:12].C1(P(=[CH:33][C:34]([O:36][CH3:37])=[O:35])(C2C=CC=CC=2)C2C=CC=CC=2)C=CC=CC=1. (2) The reactants are: I[C:2]1[CH:7]=[CH:6][CH:5]=[CH:4][CH:3]=1.[C:8]([O:12][C:13]([N:15]1[CH2:20][CH2:19][CH:18]([C:21]#[CH:22])[CH2:17][CH2:16]1)=[O:14])([CH3:11])([CH3:10])[CH3:9].C(N(CC)CC)C. Given the product [C:8]([O:12][C:13]([N:15]1[CH2:20][CH2:19][CH:18]([C:21]#[C:22][C:2]2[CH:7]=[CH:6][CH:5]=[CH:4][CH:3]=2)[CH2:17][CH2:16]1)=[O:14])([CH3:11])([CH3:10])[CH3:9], predict the reactants needed to synthesize it. (3) The reactants are: [Cl:1][C:2]1[C:3]([NH2:8])=[N:4][NH:5][C:6]=1[CH3:7].C([O-])([O-])=O.[K+].[K+].Cl[CH2:16][C:17]([N:19]1[CH2:24][CH2:23][N:22]([C:25]2[CH:30]=[CH:29][C:28]([F:31])=[CH:27][CH:26]=2)[CH2:21][CH2:20]1)=[O:18].CN(C=O)C. Given the product [NH2:8][C:3]1[C:2]([Cl:1])=[C:6]([CH3:7])[N:5]([CH2:16][C:17]([N:19]2[CH2:20][CH2:21][N:22]([C:25]3[CH:30]=[CH:29][C:28]([F:31])=[CH:27][CH:26]=3)[CH2:23][CH2:24]2)=[O:18])[N:4]=1, predict the reactants needed to synthesize it. (4) Given the product [Cl:21][C:18]1[CH:19]=[CH:20][C:15]([CH2:14][N:11]2[CH2:12][CH2:13][CH:8]([NH2:7])[CH2:9][CH2:10]2)=[CH:16][C:17]=1[O:22][CH2:23][CH3:24], predict the reactants needed to synthesize it. The reactants are: C(OC(=O)[NH:7][CH:8]1[CH2:13][CH2:12][N:11]([CH2:14][C:15]2[CH:20]=[CH:19][C:18]([Cl:21])=[C:17]([O:22][CH2:23][CH3:24])[CH:16]=2)[CH2:10][CH2:9]1)(C)(C)C. (5) The reactants are: [CH3:1][CH2:2][O:3][C:4]([C@H:6]1[CH2:10][CH2:9][C:8](=[O:11])[N:7]1[C:12]([O:14][C:15]([CH3:18])([CH3:17])[CH3:16])=[O:13])=[O:5].O.[Cl:20][C:21]1[CH:22]=[C:23]([Mg]Br)[CH:24]=[CH:25][CH:26]=1. Given the product [C:15]([O:14][C:12]([NH:7][C@H:6]([CH2:10][CH2:9][C:8]([C:25]1[CH:24]=[CH:23][CH:22]=[C:21]([Cl:20])[CH:26]=1)=[O:11])[C:4]([O:3][CH2:2][CH3:1])=[O:5])=[O:13])([CH3:18])([CH3:17])[CH3:16], predict the reactants needed to synthesize it. (6) Given the product [F:8][C:9]([F:14])([F:13])[C:10]([OH:12])=[O:11].[Cl:34][C:29]1[CH:28]=[C:27]([NH:26][C:22]([C:18]2[C:17]([CH2:16][NH:15][S:1]([NH:5][CH3:6])(=[O:3])=[O:2])=[N:21][O:20][N:19]=2)=[N:23][OH:24])[CH:32]=[CH:31][C:30]=1[F:33], predict the reactants needed to synthesize it. The reactants are: [S:1]([NH2:5])(N)(=[O:3])=[O:2].[CH3:6]N.[F:8][C:9]([F:14])([F:13])[C:10]([OH:12])=[O:11].[NH2:15][CH2:16][C:17]1[C:18]([C:22]2[N:26]([C:27]3[CH:32]=[CH:31][C:30]([F:33])=[C:29]([Cl:34])[CH:28]=3)C(=O)[O:24][N:23]=2)=[N:19][O:20][N:21]=1.[OH-].[Na+]. (7) The reactants are: [H-].[Al+3].[Li+].[H-].[H-].[H-].[NH2:7][C:8]1[N:12]([CH2:13][CH2:14][O:15][C:16]([C:29]2[CH:34]=[CH:33][CH:32]=[CH:31][CH:30]=2)([C:23]2[CH:28]=[CH:27][CH:26]=[CH:25][CH:24]=2)[C:17]2[CH:22]=[CH:21][CH:20]=[CH:19][CH:18]=2)[N:11]=[CH:10][C:9]=1[C:35]#[N:36].[F-].[Na+].ClCCl. Given the product [NH2:7][C:8]1[N:12]([CH2:13][CH2:14][O:15][C:16]([C:23]2[CH:28]=[CH:27][CH:26]=[CH:25][CH:24]=2)([C:17]2[CH:18]=[CH:19][CH:20]=[CH:21][CH:22]=2)[C:29]2[CH:34]=[CH:33][CH:32]=[CH:31][CH:30]=2)[N:11]=[CH:10][C:9]=1[CH2:35][NH2:36], predict the reactants needed to synthesize it.